Dataset: Full USPTO retrosynthesis dataset with 1.9M reactions from patents (1976-2016). Task: Predict the reactants needed to synthesize the given product. (1) Given the product [F:9][C@@H:10]1[CH2:14][CH2:13][N:12]([C:4](=[O:6])[CH2:3][N+:1]#[C-:2])[CH2:11]1, predict the reactants needed to synthesize it. The reactants are: [N+:1]([CH2:3][C:4]([O:6]C)=O)#[C-:2].Cl.[F:9][C@@H:10]1[CH2:14][CH2:13][NH:12][CH2:11]1.C(N(CC)CC)C. (2) Given the product [C:20]([O:24][C:25]([NH:27][CH2:28][C:29]1[CH:30]=[C:31]2[C:35](=[CH:36][CH:37]=1)[NH:34][CH:33]=[C:32]2[CH2:38][C:39]([OH:41])=[O:40])=[O:26])([CH3:23])([CH3:21])[CH3:22], predict the reactants needed to synthesize it. The reactants are: FC(F)(F)C1C=CN(C(CCCC)C(OCC)=O)N=1.[C:20]([O:24][C:25]([NH:27][CH2:28][C:29]1[CH:30]=[C:31]2[C:35](=[CH:36][CH:37]=1)[NH:34][CH:33]=[C:32]2[CH2:38][C:39]([O:41]C)=[O:40])=[O:26])([CH3:23])([CH3:22])[CH3:21]. (3) Given the product [Br:13][C:14]1[C:19]([C:20]2([OH:24])[CH2:23][CH2:22][CH2:21]2)=[CH:18][CH:17]=[CH:16][N:15]=1, predict the reactants needed to synthesize it. The reactants are: C(NC(C)C)(C)C.[Li]CCCC.[Br:13][C:14]1[CH:19]=[CH:18][CH:17]=[CH:16][N:15]=1.[C:20]1(=[O:24])[CH2:23][CH2:22][CH2:21]1.